From a dataset of Experimentally validated miRNA-target interactions with 360,000+ pairs, plus equal number of negative samples. Binary Classification. Given a miRNA mature sequence and a target amino acid sequence, predict their likelihood of interaction. (1) The miRNA is mmu-miR-27a-3p with sequence UUCACAGUGGCUAAGUUCCGC. The protein sequence of the target gene is MSRPGTATPALALVLLAVTLAGVGAQGAALEDPDYYGQEIWSREPYYARPEPELETFSPPLPAGPGEEWERRPQEPRPPKRATKPKKAPKREKSAPEPPPPGKHSNKKVMRTKSSEKAANDDHSVRVAREDVRESCPPLGLETLKITDFQLHASTVKRYGLGAHRGRLNIQAGINENDFYDGAWCAGRNDLQQWIEVDARRLTRFTGVITQGRNSLWLSDWVTSYKVMVSNDSHTWVTVKNGSGDMIFEGNSEKEIPVLNELPVPMVARYIRINPQSWFDNGSICMRMEILGCPLPDPNN.... Result: 0 (no interaction). (2) The miRNA is mmu-miR-136-5p with sequence ACUCCAUUUGUUUUGAUGAUGG. The protein sequence of the target gene is MSVSNLSWLKKKSQSVDITAPGFNPLGGAGKQAPQASKPPAPKTPIIEEEQNNSANTQKHPSRKSELKRFYTIDTGQKKTLDKKDGRRMSFQKPKGTIEYTVESRDSLNSIALKFDTTPNELVQLNKLFSRAVVTGQVLYVPDPEYVSSVESSPSLSPVSPLSPTSSEAEFDKTTTPDVAHPKEAPPASTVSGIRPARVVSSTSEEEEAFTEKFLKINCKYITIGKGTVSGVLLVTPNNIMFDPHKTDPLVQENGCEEYGIMCPMEEVMSAAMYKEILDSKIKESLPIELDQLSGRGSCH.... Result: 1 (interaction).